From a dataset of Forward reaction prediction with 1.9M reactions from USPTO patents (1976-2016). Predict the product of the given reaction. (1) Given the reactants [CH3:1][C:2]1[N:3]=[C:4]([C:7]2[CH:8]=[N:9][NH:10][C:11]=2[NH2:12])[O:5][CH:6]=1.C([N:16]1[C:24]2[C:19](=[CH:20][C:21]([C:25](=O)[CH2:26][C:27](OCC)=[O:28])=[CH:22][CH:23]=2)[CH:18]=[N:17]1)(=O)C.CC1C=CC(S(O)(=O)=O)=CC=1, predict the reaction product. The product is: [NH:16]1[C:24]2[C:19](=[CH:20][C:21]([C:25]3[NH:12][C:11]4[N:10]([N:9]=[CH:8][C:7]=4[C:4]4[O:5][CH:6]=[C:2]([CH3:1])[N:3]=4)[C:27](=[O:28])[CH:26]=3)=[CH:22][CH:23]=2)[CH:18]=[N:17]1. (2) Given the reactants [CH2:1]([N:8]1[C:16]2[C:15](=[O:17])[N:14]([CH2:18][C:19]([C:21]3[CH:26]=[CH:25][CH:24]=[C:23]([O:27][CH3:28])[CH:22]=3)=[O:20])[C:13](=[O:29])[N:12]([CH3:30])[C:11]=2[C:10]([C:31]#[N:32])=[C:9]1Br)[C:2]1[CH:7]=[CH:6][CH:5]=[CH:4][CH:3]=1.C(OC(=O)[NH:40][C@@H:41]1[CH2:46][CH2:45][CH2:44][NH:43][CH2:42]1)(C)(C)C.C(O)(C(F)(F)F)=O.C(Cl)Cl, predict the reaction product. The product is: [NH2:40][C@@H:41]1[CH2:46][CH2:45][CH2:44][N:43]([C:9]2[N:8]([CH2:1][C:2]3[CH:7]=[CH:6][CH:5]=[CH:4][CH:3]=3)[C:16]3[C:15](=[O:17])[N:14]([CH2:18][C:19]([C:21]4[CH:26]=[CH:25][CH:24]=[C:23]([O:27][CH3:28])[CH:22]=4)=[O:20])[C:13](=[O:29])[N:12]([CH3:30])[C:11]=3[C:10]=2[C:31]#[N:32])[CH2:42]1. (3) Given the reactants [CH3:1][S:2][C:3]1[N:8]=[C:7]([C:9](=[O:11])[CH3:10])[CH:6]=[CH:5][N:4]=1.[Br:12]Br, predict the reaction product. The product is: [Br:12][CH2:10][C:9]([C:7]1[CH:6]=[CH:5][N:4]=[C:3]([S:2][CH3:1])[N:8]=1)=[O:11]. (4) Given the reactants CON(C)[C:4]([C:6]1[C:15](=[O:16])[C:14]2[C:9](=[CH:10][CH:11]=[CH:12][CH:13]=2)[N:8]([CH2:17][C:18]2[CH:23]=[CH:22][CH:21]=[C:20]([Br:24])[N:19]=2)[CH:7]=1)=[O:5].[CH2:26]1[CH2:30][O:29][CH2:28][CH2:27]1, predict the reaction product. The product is: [Br:24][C:20]1[N:19]=[C:18]([CH2:17][N:8]2[C:9]3[C:14](=[CH:13][CH:12]=[CH:11][CH:10]=3)[C:15](=[O:16])[C:6]([C:4](=[O:5])[C:6]3[CH:15]=[CH:14][C:30]([O:29][CH3:28])=[C:26]([CH3:27])[CH:4]=3)=[CH:7]2)[CH:23]=[CH:22][CH:21]=1. (5) Given the reactants Br[C:2]1[CH:3]=[C:4]2[C:9](=[CH:10][CH:11]=1)[C:8](=[O:12])[CH2:7][CH2:6][CH2:5]2.[C:13]1([C:19](=[N:26][C:27]2([C:32]([O:34][CH2:35][CH3:36])=[O:33])[CH2:31][CH:30]=[CH:29][CH2:28]2)[C:20]2[CH:25]=[CH:24][CH:23]=[CH:22][CH:21]=2)[CH:18]=[CH:17][CH:16]=[CH:15][CH:14]=1.CCN(CC)CC, predict the reaction product. The product is: [C:13]1([C:19](=[N:26][C:27]2([C:32]([O:34][CH2:35][CH3:36])=[O:33])[CH2:31][CH:30]([C:2]3[CH:11]=[CH:10][C:9]4[C:8](=[O:12])[CH2:7][CH2:6][CH2:5][C:4]=4[CH:3]=3)[CH:29]=[CH:28]2)[C:20]2[CH:25]=[CH:24][CH:23]=[CH:22][CH:21]=2)[CH:18]=[CH:17][CH:16]=[CH:15][CH:14]=1. (6) The product is: [NH2:43][C:42]1[C:33]([C:31]([NH:30][C:25]2[CH:26]=[N:27][CH:28]=[CH:29][C:24]=2[N:11]2[CH2:12][C@H:13]([CH3:23])[C@@H:14]([O:15][Si:16]([C:19]([CH3:20])([CH3:21])[CH3:22])([CH3:18])[CH3:17])[C@H:9]([NH:8][C:6](=[O:7])[O:5][C:1]([CH3:4])([CH3:3])[CH3:2])[CH2:10]2)=[O:32])=[N:34][C:35]2[C:40]([CH:41]=1)=[CH:39][CH:38]=[C:37]([CH:54]1[CH2:59][CH2:58][O:57][CH2:56][CH2:55]1)[CH:36]=2. Given the reactants [C:1]([O:5][C:6]([NH:8][C@H:9]1[C@H:14]([O:15][Si:16]([C:19]([CH3:22])([CH3:21])[CH3:20])([CH3:18])[CH3:17])[C@@H:13]([CH3:23])[CH2:12][N:11]([C:24]2[CH:29]=[CH:28][N:27]=[CH:26][C:25]=2[NH:30][C:31]([C:33]2[C:42]([NH:43]C(=O)OCC3C=CC=CC=3)=[CH:41][C:40]3[C:35](=[CH:36][C:37]([C:54]4[CH2:55][CH2:56][O:57][CH2:58][CH:59]=4)=[CH:38][CH:39]=3)[N:34]=2)=[O:32])[CH2:10]1)=[O:7])([CH3:4])([CH3:3])[CH3:2].[H][H], predict the reaction product. (7) Given the reactants [CH2:1]([O:3][C:4]([C:6]1[C:12]2[NH:13][C:14]3[CH:15]=[CH:16][CH:17]=[CH:18][C:19]=3[C:11]=2[CH:10]([CH2:20][C:21]2[CH:26]=[CH:25][CH:24]=[CH:23][CH:22]=2)[CH2:9][NH:8][CH:7]=1)=[O:5])[CH3:2].[F:27][C:28]1[CH:36]=[CH:35][C:31]([C:32](Cl)=[O:33])=[CH:30][CH:29]=1, predict the reaction product. The product is: [CH2:1]([O:3][C:4]([C:6]1[C:12]2[NH:13][C:14]3[CH:15]=[CH:16][CH:17]=[CH:18][C:19]=3[C:11]=2[CH:10]([CH2:20][C:21]2[CH:22]=[CH:23][CH:24]=[CH:25][CH:26]=2)[CH2:9][N:8]([C:32](=[O:33])[C:31]2[CH:35]=[CH:36][C:28]([F:27])=[CH:29][CH:30]=2)[CH:7]=1)=[O:5])[CH3:2].